Dataset: Reaction yield outcomes from USPTO patents with 853,638 reactions. Task: Predict the reaction yield, written as a fraction of the theoretical maximum amount of product (1.0 means a 100% yield; for example, 0.34 means a 34% yield). (1) The reactants are F[C:2]([F:7])([F:6])[C:3](O)=O.[CH3:8][S:9]([C:12]1[CH:17]=[CH:16][C:15]([C:18]2[CH:23]=[CH:22][C:21]([O:24][CH2:25][CH:26]3[CH2:31][CH2:30][NH:29][CH2:28][CH2:27]3)=[CH:20][CH:19]=2)=[CH:14][CH:13]=1)(=[O:11])=[O:10].[CH3:32]S(C1C=CC(C2C=CC(OCC3CCN(CC(=O)C)CC3)=CC=2)=CC=1)(=O)=O.ClCC(=O)C.C([O-])([O-])=O.[K+].[K+]. The catalyst is CC#N.O. The product is [F:6][C:2]([F:7])([CH3:32])[CH2:3][N:29]1[CH2:30][CH2:31][CH:26]([CH2:25][O:24][C:21]2[CH:22]=[CH:23][C:18]([C:15]3[CH:14]=[CH:13][C:12]([S:9]([CH3:8])(=[O:11])=[O:10])=[CH:17][CH:16]=3)=[CH:19][CH:20]=2)[CH2:27][CH2:28]1. The yield is 0.680. (2) The reactants are Br[C:2]1[CH:10]=[C:9]2[C:5]([CH:6]=[CH:7][N:8]2[CH3:11])=[CH:4][CH:3]=1.[C:12]([C:16]1[CH:21]=[CH:20][C:19](B(O)O)=[CH:18][CH:17]=1)([CH3:15])([CH3:14])[CH3:13].C(=O)([O-])[O-].[K+].[K+].C1(C)C=CC=CC=1. The catalyst is O.C(O)C.[Pd].C1(P(C2C=CC=CC=2)C2C=CC=CC=2)C=CC=CC=1.C1(P(C2C=CC=CC=2)C2C=CC=CC=2)C=CC=CC=1.C1(P(C2C=CC=CC=2)C2C=CC=CC=2)C=CC=CC=1.C1(P(C2C=CC=CC=2)C2C=CC=CC=2)C=CC=CC=1. The product is [C:12]([C:16]1[CH:21]=[CH:20][C:19]([C:2]2[CH:10]=[C:9]3[C:5]([CH:6]=[CH:7][N:8]3[CH3:11])=[CH:4][CH:3]=2)=[CH:18][CH:17]=1)([CH3:15])([CH3:14])[CH3:13]. The yield is 0.560. (3) The reactants are [N:1]1([CH2:6][CH2:7][N:8]2[C:16]3[C:11](=[CH:12][C:13]([NH2:17])=[CH:14][CH:15]=3)[CH:10]=[N:9]2)[CH2:5][CH2:4][CH2:3][CH2:2]1.[N+:18]([C:21]1[CH:26]=[CH:25][C:24]([N:27]=[C:28]=[O:29])=[CH:23][CH:22]=1)([O-:20])=[O:19]. The catalyst is C1COCC1. The product is [N+:18]([C:21]1[CH:22]=[CH:23][C:24]([NH:27][C:28]([NH:17][C:13]2[CH:12]=[C:11]3[C:16](=[CH:15][CH:14]=2)[N:8]([CH2:7][CH2:6][N:1]2[CH2:5][CH2:4][CH2:3][CH2:2]2)[N:9]=[CH:10]3)=[O:29])=[CH:25][CH:26]=1)([O-:20])=[O:19]. The yield is 0.910. (4) The reactants are [CH:1]1([C@@H:4]2[CH2:9][CH2:8][NH:7][CH2:6][C@H:5]2[NH:10][P:11](=[O:18])([O:15][CH2:16][CH3:17])[O:12][CH2:13][CH3:14])[CH2:3][CH2:2]1.[CH:19](=O)[C:20]1[CH:25]=[CH:24][CH:23]=[CH:22][CH:21]=1.C(O)(=O)C.[BH3-]C#N.[Na+]. The catalyst is CO. The product is [CH2:19]([N:7]1[CH2:8][CH2:9][C@@H:4]([CH:1]2[CH2:2][CH2:3]2)[C@H:5]([NH:10][P:11](=[O:18])([O:12][CH2:13][CH3:14])[O:15][CH2:16][CH3:17])[CH2:6]1)[C:20]1[CH:25]=[CH:24][CH:23]=[CH:22][CH:21]=1. The yield is 1.00. (5) The reactants are [CH:1]1([NH:6][CH2:7][CH2:8][C:9]([O:11][CH3:12])=[O:10])[CH2:5][CH2:4][CH2:3][CH2:2]1.C([O-])([O-])=O.[K+].[K+].[Cl:19][C:20]1[N:25]=[C:24](Cl)[C:23]([N+:27]([O-:29])=[O:28])=[CH:22][N:21]=1.N1C=CC=NC=1. The catalyst is CC(C)=O. The product is [CH:1]1([N:6]([C:22]2[C:23]([N+:27]([O-:29])=[O:28])=[CH:24][N:25]=[C:20]([Cl:19])[N:21]=2)[CH2:7][CH2:8][C:9]([O:11][CH3:12])=[O:10])[CH2:2][CH2:3][CH2:4][CH2:5]1. The yield is 0.650.